This data is from Retrosynthesis with 50K atom-mapped reactions and 10 reaction types from USPTO. The task is: Predict the reactants needed to synthesize the given product. (1) Given the product COC(=O)c1cc(F)c(OS(=O)(=O)c2c(C)cc(C)cc2C)nc1Nc1ccc(F)cc1F, predict the reactants needed to synthesize it. The reactants are: COC(=O)c1cc(F)c(O)nc1Nc1ccc(F)cc1F.Cc1cc(C)c(S(=O)(=O)Cl)c(C)c1. (2) Given the product CC(C)(C)Nc1cc(N2CCNCC2)nc(N2CCCC2)n1, predict the reactants needed to synthesize it. The reactants are: C1CNCCN1.CC(C)(C)Nc1cc(Cl)nc(N2CCCC2)n1. (3) Given the product CCCc1c(OCCCCN2C(=O)NC(C)(c3ccc4c(c3)OCCO4)C2=O)ccc2c(C(F)(F)F)cc(=O)oc12, predict the reactants needed to synthesize it. The reactants are: CC1(c2ccc3c(c2)OCCO3)NC(=O)NC1=O.CCCc1c(OCCCCBr)ccc2c(C(F)(F)F)cc(=O)oc12. (4) Given the product Cc1c(Cc2ccc(Cl)cc2)c(OC(F)F)nc2c(Cl)ccc(OC(C)(C)C(=O)O)c12, predict the reactants needed to synthesize it. The reactants are: COC(=O)C(C)(C)Oc1ccc(Cl)c2nc(OC(F)F)c(Cc3ccc(Cl)cc3)c(C)c12. (5) Given the product CC(=O)NC[C@H]1CCCN(C(=O)OC(C)(C)C)C1, predict the reactants needed to synthesize it. The reactants are: CC(=O)Cl.CC(C)(C)OC(=O)N1CCC[C@H](CN)C1. (6) Given the product CC1(C)C(=O)NN=C1c1ccc(O)c(F)c1F, predict the reactants needed to synthesize it. The reactants are: COc1ccc(C2=NNC(=O)C2(C)C)c(F)c1F. (7) Given the product CCCc1c(O)ccc(C(=NO)c2ccccc2)c1O, predict the reactants needed to synthesize it. The reactants are: CCCc1c(O)ccc(C(=O)c2ccccc2)c1O.NO. (8) Given the product O=C(c1cc(Cc2n[nH]c(=O)c3ccccc23)ccc1F)N1CCN(C(=O)C2CC2)CC1, predict the reactants needed to synthesize it. The reactants are: O=C(C1CC1)N1CCNCC1.O=C(O)c1cc(Cc2n[nH]c(=O)c3ccccc23)ccc1F.